Dataset: Forward reaction prediction with 1.9M reactions from USPTO patents (1976-2016). Task: Predict the product of the given reaction. Given the reactants [Br:1][C:2]1[CH:3]=[C:4]2[C:8](=[CH:9][C:10]=1[N+:11]([O-:13])=[O:12])[N:7]([C:14]([C:27]1[CH:32]=[CH:31][CH:30]=[CH:29][CH:28]=1)([C:21]1[CH:26]=[CH:25][CH:24]=[CH:23][CH:22]=1)[C:15]1[CH:20]=[CH:19][CH:18]=[CH:17][CH:16]=1)[N:6]=[C:5]2I.[CH3:34][C:35]1[CH:40]=[C:39](B(O)O)[CH:38]=[CH:37][N:36]=1.C(=O)([O-])[O-].[Cs+].[Cs+], predict the reaction product. The product is: [Br:1][C:2]1[CH:3]=[C:4]2[C:8](=[CH:9][C:10]=1[N+:11]([O-:13])=[O:12])[N:7]([C:14]([C:27]1[CH:32]=[CH:31][CH:30]=[CH:29][CH:28]=1)([C:21]1[CH:26]=[CH:25][CH:24]=[CH:23][CH:22]=1)[C:15]1[CH:20]=[CH:19][CH:18]=[CH:17][CH:16]=1)[N:6]=[C:5]2[C:39]1[CH:38]=[CH:37][N:36]=[C:35]([CH3:34])[CH:40]=1.